Dataset: Retrosynthesis with 50K atom-mapped reactions and 10 reaction types from USPTO. Task: Predict the reactants needed to synthesize the given product. (1) Given the product COc1cccc(N)c1C#N, predict the reactants needed to synthesize it. The reactants are: COc1cccc([N+](=O)[O-])c1C#N. (2) Given the product C#CCC1(O)CCCCC1, predict the reactants needed to synthesize it. The reactants are: C#CCBr.O=C1CCCCC1. (3) Given the product Cc1nc(N)nc2c1ccc(=O)n2[C@H]1CC[C@H](OCCO)CC1, predict the reactants needed to synthesize it. The reactants are: CCOC(=O)/C=C/c1c(C)nc(N)nc1N[C@H]1CC[C@H](OCCO)CC1. (4) Given the product CC(C)CCC[C@@H](C)[C@H]1CC[C@H]2C3=C(CC[C@@]21C)[C@@]1(C)CC[C@H](O)C[C@H]1[C@H](O)C3, predict the reactants needed to synthesize it. The reactants are: CC(=O)O[C@H]1CC[C@]2(C)C3=C(C[C@H](O)[C@H]2C1)[C@@H]1CC[C@H]([C@H](C)CCCC(C)C)[C@@]1(C)CC3. (5) Given the product CNc1nc(Cl)nc(NC2CCCC2)n1, predict the reactants needed to synthesize it. The reactants are: CN.Clc1nc(Cl)nc(NC2CCCC2)n1. (6) Given the product CCOc1cc(O)c(F)c(C(Nc2ccc3c(N(C(=O)OC(C)(C)C)C(=O)OC(C)(C)C)nccc3c2)c2nc(-c3ccccc3)cn2C(c2ccccc2)(c2ccccc2)c2ccccc2)c1, predict the reactants needed to synthesize it. The reactants are: CCOc1cc(O[Si](C)(C)C(C)(C)C)c(F)c(C(Nc2ccc3c(N(C(=O)OC(C)(C)C)C(=O)OC(C)(C)C)nccc3c2)c2nc(-c3ccccc3)cn2C(c2ccccc2)(c2ccccc2)c2ccccc2)c1.